From a dataset of Forward reaction prediction with 1.9M reactions from USPTO patents (1976-2016). Predict the product of the given reaction. (1) Given the reactants [Br-].Cl[C:3]1[C:8]2=[C:9]([CH2:12][N+:13]([CH2:18][CH3:19])([CH2:16][CH3:17])CC)[CH:10]=[CH:11][N:7]2[N:6]=[CH:5][N:4]=1.[C:20]1([C@H:26]([NH2:28])[CH3:27])[CH:25]=[CH:24][CH:23]=[CH:22][CH:21]=1.C[CH2:30][N:31](C(C)C)C(C)C.N1CCC(NC(=O)OC(C)(C)C)CC1.C(O)(C(F)(F)F)=O, predict the reaction product. The product is: [NH2:31][CH:30]1[CH2:17][CH2:16][N:13]([CH2:12][C:9]2[CH:10]=[CH:11][N:7]3[C:8]=2[C:3]([NH:28][C@@H:26]([C:20]2[CH:25]=[CH:24][CH:23]=[CH:22][CH:21]=2)[CH3:27])=[N:4][CH:5]=[N:6]3)[CH2:18][CH2:19]1. (2) Given the reactants N#N.[CH2:3]1[CH2:13][CH2:12][N:11]2[C:6](=NCC[CH2:10]2)[CH2:5][CH2:4]1.BrCCCC#[N:19], predict the reaction product. The product is: [N:11]1([CH2:12][CH2:13][CH2:3][CH2:4][NH2:19])[CH2:10][CH2:5][CH2:6]1. (3) Given the reactants [S:1]1[CH:5]=[C:4]([CH:6]([N:10]([CH3:17])[C:11]2[CH:16]=[CH:15][CH:14]=[CH:13][CH:12]=2)[C:7]([OH:9])=[O:8])[C:3]2[CH:18]=[CH:19][CH:20]=[CH:21][C:2]1=2.[N:22]12[CH2:29][CH2:28][CH:25]([CH2:26][CH2:27]1)[C@@H:24](O)[CH2:23]2.C1CCC(N=C=NC2CCCCC2)CC1.C1C=CC2N(O)N=NC=2C=1, predict the reaction product. The product is: [S:1]1[CH:5]=[C:4]([CH:6]([N:10]([CH3:17])[C:11]2[CH:16]=[CH:15][CH:14]=[CH:13][CH:12]=2)[C:7]([O:9][C@@H:24]2[CH:25]3[CH2:28][CH2:29][N:22]([CH2:27][CH2:26]3)[CH2:23]2)=[O:8])[C:3]2[CH:18]=[CH:19][CH:20]=[CH:21][C:2]1=2. (4) Given the reactants Cl.[CH3:2][O:3][C:4](=[O:14])[C@H:5]([CH2:7][C:8]1[CH:13]=[CH:12][CH:11]=[CH:10][CH:9]=1)[NH2:6].[I:15][C:16]1[CH:23]=[CH:22][C:19]([CH2:20]Cl)=[CH:18][CH:17]=1.CN(C=[O:28])C, predict the reaction product. The product is: [CH3:2][O:3][C:4](=[O:14])[CH:5]([NH:6][C:20](=[O:28])[C:19]1[CH:22]=[CH:23][C:16]([I:15])=[CH:17][CH:18]=1)[CH2:7][C:8]1[CH:13]=[CH:12][CH:11]=[CH:10][CH:9]=1. (5) Given the reactants [Cl:1][C:2]1[N:7]=[C:6]([NH:8][C:9]2[CH:14]=[CH:13][C:12]([CH3:15])=[CH:11][C:10]=2[Br:16])[CH:5]=[CH:4][N:3]=1.Cl[CH2:18][C:19]#[N:20].C(=O)([O-])[O-].[K+].[K+], predict the reaction product. The product is: [CH3:9][CH2:10][CH2:11][CH:12]([CH3:15])[CH3:13].[Cl:1][C:2]1[N:7]=[C:6]([N:8]([CH2:18][C:19]#[N:20])[C:9]2[CH:14]=[CH:13][C:12]([CH3:15])=[CH:11][C:10]=2[Br:16])[CH:5]=[CH:4][N:3]=1. (6) Given the reactants [F:1][C:2]1[C:3]([CH3:25])=[C:4]([C:8]2([C:21]([O:23][CH3:24])=[O:22])[CH2:12][CH2:11][C:10](OS(C(F)(F)F)(=O)=O)=[CH:9]2)[CH:5]=[CH:6][CH:7]=1.[C:26]([N:33]1[CH:37]=[C:36](B2OC(C)(C)C(C)(C)O2)[CH:35]=[N:34]1)([O:28][C:29]([CH3:32])([CH3:31])[CH3:30])=[O:27].C(=O)([O-])[O-].[Cs+].[Cs+].ClCCl, predict the reaction product. The product is: [F:1][C:2]1[C:3]([CH3:25])=[C:4]([C@:8]2([C:21]([O:23][CH3:24])=[O:22])[CH2:12][CH2:11][C:10]([C:36]3[CH:35]=[N:34][N:33]([C:26]([O:28][C:29]([CH3:32])([CH3:31])[CH3:30])=[O:27])[CH:37]=3)=[CH:9]2)[CH:5]=[CH:6][CH:7]=1. (7) Given the reactants Cl[C:2]1[CH:3]=[CH:4][C:5]([S:8]([CH2:11][CH3:12])(=[O:10])=[O:9])=[N:6][CH:7]=1.C(=O)([O-])[O-].[Cs+].[Cs+].[F:19][C:20]1[CH:21]=[C:22]([NH:27]C(=O)OC(C)(C)C)[CH:23]=[CH:24][C:25]=1[OH:26], predict the reaction product. The product is: [F:19][C:20]1[CH:21]=[C:22]([NH2:27])[CH:23]=[CH:24][C:25]=1[O:26][C:2]1[CH:7]=[N:6][C:5]([S:8]([CH2:11][CH3:12])(=[O:10])=[O:9])=[CH:4][CH:3]=1. (8) Given the reactants ClCCC1C=CC(C(C2OCC(C)(C)N=2)(C)C)=CC=1.C(=O)([O-])[O-].[Na+].[Na+].[CH2:26]([O:28][CH2:29][CH2:30][N:31]1[C:35]2[CH:36]=[CH:37][CH:38]=[CH:39][C:34]=2[N:33]=[C:32]1C1CCNCC1)[CH3:27], predict the reaction product. The product is: [CH2:26]([O:28][CH2:29][CH2:30][N:31]1[C:35]2[CH:36]=[CH:37][CH:38]=[CH:39][C:34]=2[N:33]=[CH:32]1)[CH3:27].